Dataset: Reaction yield outcomes from USPTO patents with 853,638 reactions. Task: Predict the reaction yield, written as a fraction of the theoretical maximum amount of product (1.0 means a 100% yield; for example, 0.34 means a 34% yield). (1) The reactants are [Cl-].[Al+3].[Cl-].[Cl-].[Br:5][C:6]1[CH:7]=[C:8]([N:12]=[N:13][CH:14]([C:18]#[N:19])[C:15]([NH2:17])=[O:16])[CH:9]=[CH:10][CH:11]=1.Cl. The catalyst is C1(C)C=CC=CC=1. The product is [NH2:19][C:18]1[C:9]2[C:8](=[CH:7][C:6]([Br:5])=[CH:11][CH:10]=2)[N:12]=[N:13][C:14]=1[C:15]([NH2:17])=[O:16]. The yield is 0.620. (2) The reactants are [CH3:1][N:2]([C:10]1[CH:18]=[C:17]2[C:13]([C:14]([CH:27]=[CH:28][C:29]3[CH:34]=[CH:33][CH:32]=[CH:31][CH:30]=3)=[N:15][N:16]2COCC[Si](C)(C)C)=[CH:12][CH:11]=1)[C:3]1[CH:8]=[CH:7][CH:6]=[C:5]([NH2:9])[CH:4]=1.CCCC[N+](CCCC)(CCCC)CCCC.[F-].C1COCC1.C(N)CN. No catalyst specified. The product is [CH3:1][N:2]([C:10]1[CH:18]=[C:17]2[C:13]([C:14]([CH:27]=[CH:28][C:29]3[CH:34]=[CH:33][CH:32]=[CH:31][CH:30]=3)=[N:15][NH:16]2)=[CH:12][CH:11]=1)[C:3]1[CH:8]=[CH:7][CH:6]=[C:5]([NH2:9])[CH:4]=1. The yield is 0.700. (3) The reactants are CN(C)C=[CH:4][C:5]1[CH:10]=[CH:9][N:8]=[C:7]([CH3:11])[CH:6]=1.I([O-])(=O)(=O)=[O:14].[Na+]. The catalyst is CO. The product is [CH3:11][C:7]1[CH:6]=[C:5]([CH:10]=[CH:9][N:8]=1)[CH:4]=[O:14]. The yield is 0.780. (4) The reactants are [CH3:1][C:2]1[CH:3]=[C:4]([C:18]2O[C:20](=[O:32])[C:21]3[C:26]([CH:27]=2)=[CH:25][C:24]([O:28][CH3:29])=[CH:23][C:22]=3[O:30][CH3:31])[CH:5]=[C:6]([CH3:17])[C:7]=1[O:8][CH2:9][CH2:10][N:11]1[CH2:16][CH2:15][O:14][CH2:13][CH2:12]1.[NH3:33]. No catalyst specified. The product is [CH3:17][C:6]1[CH:5]=[C:4]([C:18]2[NH:33][C:20](=[O:32])[C:21]3[C:26]([CH:27]=2)=[CH:25][C:24]([O:28][CH3:29])=[CH:23][C:22]=3[O:30][CH3:31])[CH:3]=[C:2]([CH3:1])[C:7]=1[O:8][CH2:9][CH2:10][N:11]1[CH2:16][CH2:15][O:14][CH2:13][CH2:12]1. The yield is 0.590.